Dataset: NCI-60 drug combinations with 297,098 pairs across 59 cell lines. Task: Regression. Given two drug SMILES strings and cell line genomic features, predict the synergy score measuring deviation from expected non-interaction effect. (1) Drug 1: C1=C(C(=O)NC(=O)N1)N(CCCl)CCCl. Drug 2: N.N.Cl[Pt+2]Cl. Cell line: OVCAR-4. Synergy scores: CSS=0.295, Synergy_ZIP=-1.45, Synergy_Bliss=-2.52, Synergy_Loewe=-2.13, Synergy_HSA=-2.11. (2) Drug 1: CC(C)(C#N)C1=CC(=CC(=C1)CN2C=NC=N2)C(C)(C)C#N. Drug 2: C(CCl)NC(=O)N(CCCl)N=O. Cell line: HOP-62. Synergy scores: CSS=-1.70, Synergy_ZIP=2.40, Synergy_Bliss=2.74, Synergy_Loewe=-1.89, Synergy_HSA=-1.90.